This data is from Reaction yield outcomes from USPTO patents with 853,638 reactions. The task is: Predict the reaction yield, written as a fraction of the theoretical maximum amount of product (1.0 means a 100% yield; for example, 0.34 means a 34% yield). (1) The reactants are [NH2:1][C:2]1[S:6][N:5]=[C:4]([CH3:7])[C:3]=1[C:8]([NH:10][C:11]1[CH:16]=[CH:15][C:14]([F:17])=[C:13]([F:18])[CH:12]=1)=[O:9].Cl[C:20]1[N:25]=[C:24]([C:26]([NH:28][CH2:29][CH3:30])=[O:27])[CH:23]=[N:22][CH:21]=1.C(=O)([O-])[O-].[Cs+].[Cs+].CC1(C)C2C(=C(P(C3C=CC=CC=3)C3C=CC=CC=3)C=CC=2)OC2C(P(C3C=CC=CC=3)C3C=CC=CC=3)=CC=CC1=2. The catalyst is O1CCOCC1.CN(C=O)C.C([O-])(=O)C.[Pd+2].C([O-])(=O)C. The product is [F:18][C:13]1[CH:12]=[C:11]([NH:10][C:8]([C:3]2[C:4]([CH3:7])=[N:5][S:6][C:2]=2[NH:1][C:20]2[N:25]=[C:24]([C:26]([NH:28][CH2:29][CH3:30])=[O:27])[CH:23]=[N:22][CH:21]=2)=[O:9])[CH:16]=[CH:15][C:14]=1[F:17]. The yield is 0.0600. (2) The reactants are [O:1]1[CH2:6][CH:5]=[C:4]([C:7]2[CH:28]=[CH:27][C:10]3[C:11]4[N:15]([CH2:16][CH2:17][O:18][C:9]=3[CH:8]=2)[CH:14]=[C:13]([C:19]2[N:20]([CH:24]([CH3:26])[CH3:25])[N:21]=[CH:22][N:23]=2)[N:12]=4)[CH2:3][CH2:2]1. The catalyst is [OH-].[OH-].[Pd+2].C(OCC)(=O)C. The product is [CH:24]([N:20]1[C:19]([C:13]2[N:12]=[C:11]3[C:10]4[CH:27]=[CH:28][C:7]([CH:4]5[CH2:5][CH2:6][O:1][CH2:2][CH2:3]5)=[CH:8][C:9]=4[O:18][CH2:17][CH2:16][N:15]3[CH:14]=2)=[N:23][CH:22]=[N:21]1)([CH3:26])[CH3:25]. The yield is 0.710. (3) The reactants are [F:1][C:2]1[CH:7]=[C:6]([N:8]([CH2:21][C:22]2[CH:23]=[C:24]([C:28]3[C:33]([CH3:34])=[CH:32][C:31]([OH:35])=[CH:30][C:29]=3[CH3:36])[CH:25]=[CH:26][CH:27]=2)[S:9]([C:12]2[CH:17]=[CH:16][CH:15]=[CH:14][C:13]=2[N+:18]([O-:20])=[O:19])(=[O:11])=[O:10])[CH:5]=[CH:4][C:3]=1[CH2:37][CH2:38][C:39]([O:41][C:42]([CH3:45])([CH3:44])[CH3:43])=[O:40].O[CH2:47][CH2:48][N:49]1[CH2:53][CH2:52][CH2:51][C:50]1=[O:54].C(P(CCCC)CCCC)CCC.N(C(N1CCCCC1)=O)=NC(N1CCCCC1)=O. The catalyst is O1CCCC1. The product is [CH3:36][C:29]1[CH:30]=[C:31]([O:35][CH2:47][CH2:48][N:49]2[CH2:53][CH2:52][CH2:51][C:50]2=[O:54])[CH:32]=[C:33]([CH3:34])[C:28]=1[C:24]1[CH:25]=[CH:26][CH:27]=[C:22]([CH2:21][N:8]([S:9]([C:12]2[CH:17]=[CH:16][CH:15]=[CH:14][C:13]=2[N+:18]([O-:20])=[O:19])(=[O:10])=[O:11])[C:6]2[CH:5]=[CH:4][C:3]([CH2:37][CH2:38][C:39]([O:41][C:42]([CH3:45])([CH3:44])[CH3:43])=[O:40])=[C:2]([F:1])[CH:7]=2)[CH:23]=1. The yield is 0.650. (4) The reactants are [CH3:1][N:2]([CH3:28])[C:3]([C:5]1[C:16]([CH2:17][CH2:18][CH:19](O)C2C=CC=CC=2)=[C:15]([OH:27])[C:8]2[N:9]=[C:10]([CH2:13][CH3:14])[N:11]([CH3:12])[C:7]=2[CH:6]=1)=[O:4].[OH-].[Na+]. The catalyst is P(=O)(O)(O)O. The product is [CH3:28][N:2]([CH3:1])[C:3]([C:5]1[C:16]2[CH2:17][CH2:18][CH2:19][O:27][C:15]=2[C:8]2[N:9]=[C:10]([CH2:13][CH3:14])[N:11]([CH3:12])[C:7]=2[C:6]=1[C:5]1[CH:16]=[CH:15][CH:8]=[CH:7][CH:6]=1)=[O:4]. The yield is 0.570. (5) The reactants are [OH:1]/[N:2]=[C:3](\Cl)/[C:4]1[CH:9]=[CH:8][C:7]([Cl:10])=[CH:6][CH:5]=1.CN([CH:15]=[CH:16][C:17]([O:19][CH2:20][CH3:21])=[O:18])C.C(N(CC)CC)C. The catalyst is C(OCC)C. The product is [CH2:20]([O:19][C:17]([C:16]1[C:3]([C:4]2[CH:9]=[CH:8][C:7]([Cl:10])=[CH:6][CH:5]=2)=[N:2][O:1][CH:15]=1)=[O:18])[CH3:21]. The yield is 0.910. (6) The reactants are [CH2:1]([O:3][C:4]([C:7]1[CH:11]=[C:10]([NH:12][C:13](=[O:21])OC2C=CC=CC=2)[N:9]([C:22]2[CH:27]=[CH:26][CH:25]=[CH:24][CH:23]=2)[N:8]=1)([CH3:6])[CH3:5])[CH3:2].[CH3:28][O:29][C:30]1[CH:31]=[C:32]2[C:37](=[CH:38][C:39]=1[O:40][CH2:41][CH2:42][O:43][CH3:44])[N:36]=[CH:35][N:34]=[C:33]2[O:45][C:46]1[CH:47]=[C:48]([CH:50]=[CH:51][CH:52]=1)[NH2:49].C(N(CC)C(C)C)(C)C. The catalyst is C1COCC1. The product is [CH2:1]([O:3][C:4]([C:7]1[CH:11]=[C:10]([NH:12][C:13]([NH:49][C:48]2[CH:50]=[CH:51][CH:52]=[C:46]([O:45][C:33]3[C:32]4[C:37](=[CH:38][C:39]([O:40][CH2:41][CH2:42][O:43][CH3:44])=[C:30]([O:29][CH3:28])[CH:31]=4)[N:36]=[CH:35][N:34]=3)[CH:47]=2)=[O:21])[N:9]([C:22]2[CH:23]=[CH:24][CH:25]=[CH:26][CH:27]=2)[N:8]=1)([CH3:5])[CH3:6])[CH3:2]. The yield is 0.570. (7) The reactants are [CH3:1][N:2]([CH3:31])[CH2:3][CH2:4][CH2:5][O:6][C:7]1[N:12]=[CH:11][C:10]([C:13]2[S:21][C:20]3[C:15](=[N:16][CH:17]=[CH:18][C:19]=3[O:22][C:23]3[CH:28]=[CH:27][C:26]([NH2:29])=[CH:25][C:24]=3[F:30])[CH:14]=2)=[CH:9][CH:8]=1.CCN(C(C)C)C(C)C.[CH3:41][O:42][C:43]1[CH:48]=[CH:47][CH:46]=[CH:45][C:44]=1[NH:49][C:50](=[O:55])[CH2:51][C:52](O)=[O:53].C1C=CC2N(O)N=NC=2C=1.Cl. The catalyst is CN(C=O)C.C(Cl)CCl. The product is [CH3:31][N:2]([CH3:1])[CH2:3][CH2:4][CH2:5][O:6][C:7]1[N:12]=[CH:11][C:10]([C:13]2[S:21][C:20]3[C:15](=[N:16][CH:17]=[CH:18][C:19]=3[O:22][C:23]3[CH:28]=[CH:27][C:26]([NH:29][C:52](=[O:53])[CH2:51][C:50]([NH:49][C:44]4[CH:45]=[CH:46][CH:47]=[CH:48][C:43]=4[O:42][CH3:41])=[O:55])=[CH:25][C:24]=3[F:30])[CH:14]=2)=[CH:9][CH:8]=1. The yield is 0.320. (8) The reactants are [I:1][C:2]1[C:3]2[C:4](=[CH:8][NH:9][N:10]=2)[N:5]=[CH:6][CH:7]=1.Br[CH2:12][CH2:13][O:14][CH:15]1[CH2:20][CH2:19][CH2:18][CH2:17][O:16]1.C([O-])([O-])=O.[Cs+].[Cs+]. The catalyst is CN(C=O)C. The product is [I:1][C:2]1[C:3]2[C:4](=[CH:8][N:9]([CH2:12][CH2:13][O:14][CH:15]3[CH2:20][CH2:19][CH2:18][CH2:17][O:16]3)[N:10]=2)[N:5]=[CH:6][CH:7]=1.[I:1][C:2]1[CH:7]=[CH:6][N:5]=[C:4]2[CH:8]=[N:9][N:10]([CH2:12][CH2:13][O:14][CH:15]3[CH2:20][CH2:19][CH2:18][CH2:17][O:16]3)[C:3]=12. The yield is 0.243. (9) The yield is 0.770. The product is [O:11]=[CH:12][CH2:13][N:14]([C:22]1[CH:23]=[CH:24][CH:25]=[CH:26][CH:27]=1)[C:15](=[O:21])[O:16][C:17]([CH3:20])([CH3:19])[CH3:18]. The reactants are C(Cl)(=O)C(Cl)=O.CS(C)=O.[OH:11][CH2:12][CH2:13][N:14]([C:22]1[CH:27]=[CH:26][CH:25]=[CH:24][CH:23]=1)[C:15](=[O:21])[O:16][C:17]([CH3:20])([CH3:19])[CH3:18].C(N(CC)CC)C. The catalyst is C1COCC1.O.